From a dataset of Reaction yield outcomes from USPTO patents with 853,638 reactions. Predict the reaction yield, written as a fraction of the theoretical maximum amount of product (1.0 means a 100% yield; for example, 0.34 means a 34% yield). (1) The reactants are [OH:1][CH2:2][C@H:3]([NH:8][C:9]([CH:11]1[CH2:16][S:15][CH2:14][CH2:13][N:12]1[C:17]([O:19]C(C)(C)C)=O)=[O:10])C(OC)=O.C(O)(C(F)(F)F)=O. The catalyst is ClCCl. The product is [OH:1][CH2:2][C@H:3]1[C:17](=[O:19])[N:12]2[CH:11]([CH2:16][S:15][CH2:14][CH2:13]2)[C:9](=[O:10])[NH:8]1. The yield is 0.920. (2) The reactants are [CH2:1]([CH:8]1[NH:12][C:11](=[O:13])[N:10]([C:14]2[CH:15]=[N:16][N:17]([CH2:19][C:20]3[C:21]([CH3:26])=[N:22][O:23][C:24]=3[CH3:25])[CH:18]=2)[C:9]1=[O:27])[C:2]1[CH:7]=[CH:6][CH:5]=[CH:4][CH:3]=1.I[CH3:29]. No catalyst specified. The product is [CH2:1]([CH:8]1[N:12]([CH3:29])[C:11](=[O:13])[N:10]([C:14]2[CH:15]=[N:16][N:17]([CH2:19][C:20]3[C:21]([CH3:26])=[N:22][O:23][C:24]=3[CH3:25])[CH:18]=2)[C:9]1=[O:27])[C:2]1[CH:3]=[CH:4][CH:5]=[CH:6][CH:7]=1. The yield is 0.950. (3) The reactants are [CH2:1]([C:3]1[S:4][C:5]([CH:10]2[CH2:15][CH2:14][S:13][CH2:12][CH2:11]2)=[CH:6][C:7]=1[CH2:8][OH:9])[CH3:2]. The catalyst is O1CCCC1.[O-2].[O-2].[Mn+4]. The product is [CH2:1]([C:3]1[S:4][C:5]([CH:10]2[CH2:15][CH2:14][S:13][CH2:12][CH2:11]2)=[CH:6][C:7]=1[CH:8]=[O:9])[CH3:2]. The yield is 0.680. (4) The reactants are Cl.[NH2:2][OH:3].[OH-].[K+].NO.[C:8]([O:12][C:13]([N:15]1[CH2:20][CH2:19][C:18]([C:22]([N:24]2[CH2:33][CH2:32][C:31]3[C:26](=[CH:27][CH:28]=[C:29]([C:34](OC)=[O:35])[CH:30]=3)[CH2:25]2)=[O:23])([CH3:21])[CH2:17][CH2:16]1)=[O:14])([CH3:11])([CH3:10])[CH3:9].C(O)(=O)C. The catalyst is CO.CN(C=O)C. The product is [OH:3][NH:2][C:34]([C:29]1[CH:30]=[C:31]2[C:26](=[CH:27][CH:28]=1)[CH2:25][N:24]([C:22]([C:18]1([CH3:21])[CH2:19][CH2:20][N:15]([C:13]([O:12][C:8]([CH3:11])([CH3:10])[CH3:9])=[O:14])[CH2:16][CH2:17]1)=[O:23])[CH2:33][CH2:32]2)=[O:35]. The yield is 0.745.